This data is from Catalyst prediction with 721,799 reactions and 888 catalyst types from USPTO. The task is: Predict which catalyst facilitates the given reaction. The catalyst class is: 80. Product: [Br:2][C:3]1[CH:4]=[C:5]([CH3:14])[C:6]2[O:12][CH2:11][CH2:10][N:9]([C:16]3[C:21]([CH:22]([CH3:24])[CH3:23])=[C:20]([CH3:25])[N:19]=[C:18]([CH2:26][N:27]([CH3:29])[CH3:28])[N:17]=3)[CH2:8][C:7]=2[CH:13]=1. Reactant: Cl.[Br:2][C:3]1[CH:4]=[C:5]([CH3:14])[C:6]2[O:12][CH2:11][CH2:10][NH:9][CH2:8][C:7]=2[CH:13]=1.Cl[C:16]1[C:21]([CH:22]([CH3:24])[CH3:23])=[C:20]([CH3:25])[N:19]=[C:18]([CH2:26][N:27]([CH3:29])[CH3:28])[N:17]=1.C(N(CC)C(C)C)(C)C.